Dataset: CYP1A2 inhibition data for predicting drug metabolism from PubChem BioAssay. Task: Regression/Classification. Given a drug SMILES string, predict its absorption, distribution, metabolism, or excretion properties. Task type varies by dataset: regression for continuous measurements (e.g., permeability, clearance, half-life) or binary classification for categorical outcomes (e.g., BBB penetration, CYP inhibition). Dataset: cyp1a2_veith. (1) The compound is Cc1cccc(OCC(=O)N2CCC(N3CCCCCC3)CC2)c1. The result is 0 (non-inhibitor). (2) The compound is CC(=O)Nc1cc(C(F)(F)F)ccc1Oc1cccc(Br)c1. The result is 1 (inhibitor). (3) The compound is COc1ccc(/C=C(\NC(=O)c2ccccc2)C(=O)N/N=C/c2ccncc2)cc1. The result is 0 (non-inhibitor). (4) The molecule is CCOc1ccc(N(CCC#N)S(=O)(=O)c2ccc(OC)cc2)cc1. The result is 0 (non-inhibitor). (5) The drug is Cn1c(CNS(=O)(=O)c2ccc(F)cc2)n[nH]c1=S. The result is 0 (non-inhibitor). (6) The molecule is O=C(Cc1ccc(Cl)c(Cl)c1)OCCN1CCCC1. The result is 1 (inhibitor). (7) The compound is O=C(CSc1nnc(-c2ccncc2)n1Cc1ccccc1)Nc1nccs1. The result is 1 (inhibitor). (8) The molecule is O=C1NCCN1c1ncc([N+](=O)[O-])s1. The result is 1 (inhibitor). (9) The molecule is CCOC(=O)CSc1cc(=O)n(C)c2cc(Cl)ccc12. The result is 1 (inhibitor).